From a dataset of Full USPTO retrosynthesis dataset with 1.9M reactions from patents (1976-2016). Predict the reactants needed to synthesize the given product. (1) The reactants are: [OH:1][CH:2]1[CH:6]([OH:7])[CH2:5][C:4]([CH3:30])([C:8]([NH:10][CH2:11][CH2:12][CH2:13][NH:14][C:15](=[O:29])[CH2:16][CH2:17][CH2:18][CH2:19][C@H:20]2[C@@H:27]3[C@@H:23]([NH:24][C:25](=[O:28])[NH:26]3)[CH2:22][S:21]2)=[O:9])[CH2:3]1.I([O-])(=O)=O. Given the product [CH3:30][C:4]([CH2:5][CH:6]=[O:7])([CH2:3][CH:2]=[O:1])[C:8]([NH:10][CH2:11][CH2:12][CH2:13][NH:14][C:15](=[O:29])[CH2:16][CH2:17][CH2:18][CH2:19][C@H:20]1[C@@H:27]2[C@@H:23]([NH:24][C:25](=[O:28])[NH:26]2)[CH2:22][S:21]1)=[O:9], predict the reactants needed to synthesize it. (2) The reactants are: [CH3:1][C:2]([CH3:12])([CH3:11])[CH:3]([C:5]1[CH:10]=[CH:9][CH:8]=[CH:7][CH:6]=1)[NH2:4].Cl.[O-:14][C:15]#[N:16].[K+]. Given the product [CH3:1][C:2]([CH3:12])([CH3:11])[CH:3]([NH:4][C:15]([NH2:16])=[O:14])[C:5]1[CH:10]=[CH:9][CH:8]=[CH:7][CH:6]=1, predict the reactants needed to synthesize it. (3) Given the product [NH2:17][C:15]1[C:16]2[C:8]([C:5]3[CH:6]=[CH:7][C:2]([NH:1][C:22]4[CH:31]=[CH:30][C:29]5[C:24](=[CH:25][CH:26]=[CH:27][CH:28]=5)[N:23]=4)=[C:3]([O:19][CH3:20])[CH:4]=3)=[C:9]([CH3:18])[S:10][C:11]=2[N:12]=[CH:13][N:14]=1, predict the reactants needed to synthesize it. The reactants are: [NH2:1][C:2]1[CH:7]=[CH:6][C:5]([C:8]2[C:16]3[C:15]([NH2:17])=[N:14][CH:13]=[N:12][C:11]=3[S:10][C:9]=2[CH3:18])=[CH:4][C:3]=1[O:19][CH3:20].Cl[C:22]1[CH:31]=[CH:30][C:29]2[C:24](=[CH:25][CH:26]=[CH:27][CH:28]=2)[N:23]=1. (4) Given the product [CH2:1]([C:3]1[C:12]([CH2:13][C:14]2[CH:19]=[CH:18][C:17]([S:20]([CH3:23])(=[O:21])=[O:22])=[CH:16][CH:15]=2)=[C:11]([CH3:24])[C:10]2[C:5](=[C:6]([F:26])[CH:7]=[CH:8][C:9]=2[O:25][CH2:30][C:29]([OH:32])=[O:31])[N:4]=1)[CH3:2], predict the reactants needed to synthesize it. The reactants are: [CH2:1]([C:3]1[C:12]([CH2:13][C:14]2[CH:19]=[CH:18][C:17]([S:20]([CH3:23])(=[O:22])=[O:21])=[CH:16][CH:15]=2)=[C:11]([CH3:24])[C:10]2[C:9]([OH:25])=[CH:8][CH:7]=[C:6]([F:26])[C:5]=2[N:4]=1)[CH3:2].[OH-].[Li+].[C:29]([OH:32])(=[O:31])[CH3:30].